Dataset: Forward reaction prediction with 1.9M reactions from USPTO patents (1976-2016). Task: Predict the product of the given reaction. (1) Given the reactants [CH:1]12[CH2:7][CH:4]([CH2:5][CH2:6]1)[CH2:3][C@@H:2]2[NH:8][C:9]1[S:10][C:11]([CH2:16][CH:17]2[CH2:22][CH2:21][N:20]([C:23]([C:25]3[CH:26]=[C:27]([CH:39]=[CH:40][CH:41]=3)[O:28][CH2:29][CH2:30][NH:31][C:32](=[O:38])OC(C)(C)C)=[O:24])[CH2:19][CH2:18]2)([CH3:15])[C:12](=[O:14])[N:13]=1.NCCOC1C=[C:48]([CH:73]=[CH:74]C=1)[C:49](N1CCC(CC2(C)SC(N[C@H]3CC4CC3CC4)=NC2=O)CC1)=[O:50].O1C=CC(C(O)=O)=C1.CCN=C=NCCCN(C)C.C1C=CC2N(O)N=NC=2C=1.C(N(CC)CC)C, predict the reaction product. The product is: [CH:1]12[CH2:7][CH:4]([CH2:5][CH2:6]1)[CH2:3][C@@H:2]2[NH:8][C:9]1[S:10][C:11]([CH2:16][CH:17]2[CH2:18][CH2:19][N:20]([C:23]([C:25]3[CH:26]=[C:27]([CH:39]=[CH:40][CH:41]=3)[O:28][CH2:29][CH2:30][NH:31][C:32]([C:73]3[CH:48]=[CH:49][O:50][CH:74]=3)=[O:38])=[O:24])[CH2:21][CH2:22]2)([CH3:15])[C:12](=[O:14])[N:13]=1. (2) Given the reactants [NH2:1][C:2]1[C:6]2=[N:7][CH:8]=[C:9]([Br:11])[CH:10]=[C:5]2[S:4][C:3]=1[C:12]([O:14][CH3:15])=[O:13].[CH3:16][C:17]([O:20][C:21](O[C:21]([O:20][C:17]([CH3:19])([CH3:18])[CH3:16])=[O:22])=[O:22])([CH3:19])[CH3:18].C1COCC1, predict the reaction product. The product is: [Br:11][C:9]1[CH:10]=[C:5]2[S:4][C:3]([C:12]([O:14][CH3:15])=[O:13])=[C:2]([NH:1][C:21]([O:20][C:17]([CH3:19])([CH3:18])[CH3:16])=[O:22])[C:6]2=[N:7][CH:8]=1. (3) Given the reactants [O:1]=[C:2]1[NH:6][C:5](=[O:7])[CH:4]([CH2:8][C:9]2[CH:14]=[CH:13][C:12]([S:15](Cl)(=[O:17])=[O:16])=[CH:11][CH:10]=2)[S:3]1.Cl.[NH2:20][C:21]1[CH:26]=[CH:25][C:24]([N:27]2[CH2:32][CH2:31][C:30](=[O:33])[CH2:29][CH2:28]2)=[CH:23][CH:22]=1, predict the reaction product. The product is: [O:1]=[C:2]1[NH:6][C:5](=[O:7])[CH:4]([CH2:8][C:9]2[CH:14]=[CH:13][C:12]([S:15]([NH:20][C:21]3[CH:26]=[CH:25][C:24]([N:27]4[CH2:28][CH2:29][C:30](=[O:33])[CH2:31][CH2:32]4)=[CH:23][CH:22]=3)(=[O:17])=[O:16])=[CH:11][CH:10]=2)[S:3]1. (4) Given the reactants [CH:1]12[CH2:7][CH:4]([CH2:5][CH2:6]1)[CH:3]([C:8]([O-:10])=[O:9])[CH:2]2[C:11]([O-:13])=[O:12].[Na+].[Na+].O.O.[Cl-].[Ca+2:19].[Cl-], predict the reaction product. The product is: [CH:1]12[CH2:7][CH:4]([CH2:5][CH2:6]1)[CH:3]([C:8]([O-:10])=[O:9])[CH:2]2[C:11]([O-:13])=[O:12].[Ca+2:19].